Dataset: Full USPTO retrosynthesis dataset with 1.9M reactions from patents (1976-2016). Task: Predict the reactants needed to synthesize the given product. (1) Given the product [C:1]12([CH2:11][C:12]([O:14][CH2:16][CH2:17][O:18][CH2:19][CH2:20][NH:21][C:22]([O:23][C:24]([CH3:25])([CH3:27])[CH3:26])=[O:28])=[O:13])[CH2:10][CH:5]3[CH2:6][CH:7]([CH2:9][CH:3]([CH2:4]3)[CH2:2]1)[CH2:8]2, predict the reactants needed to synthesize it. The reactants are: [C:1]12([CH2:11][C:12]([OH:14])=[O:13])[CH2:10][CH:5]3[CH2:6][CH:7]([CH2:9][CH:3]([CH2:4]3)[CH2:2]1)[CH2:8]2.O[CH2:16][CH2:17][O:18][CH2:19][CH2:20][NH:21][C:22](=[O:28])[O:23][C:24]([CH3:27])([CH3:26])[CH3:25].C1CCC(N=C=NC2CCCCC2)CC1. (2) Given the product [CH2:29]([C@@H:21]([NH:20][C:19]([C:16]1[N:15]=[N:14][C:13]([C:8]2[CH:9]=[CH:10][CH:11]=[CH:12][C:7]=2[C:6]([OH:37])=[O:5])=[CH:18][CH:17]=1)=[O:36])[C@H:22]([C:24]([O:26][CH2:27][CH3:28])=[O:25])[OH:23])[C:30]1[CH:35]=[CH:34][CH:33]=[CH:32][CH:31]=1, predict the reactants needed to synthesize it. The reactants are: C([O:5][C:6](=[O:37])[C:7]1[CH:12]=[CH:11][CH:10]=[CH:9][C:8]=1[C:13]1[N:14]=[N:15][C:16]([C:19](=[O:36])[NH:20][C@H:21]([CH2:29][C:30]2[CH:35]=[CH:34][CH:33]=[CH:32][CH:31]=2)[C@H:22]([C:24]([O:26][CH2:27][CH3:28])=[O:25])[OH:23])=[CH:17][CH:18]=1)(C)(C)C.C(O)(C(F)(F)F)=O.C(Cl)Cl.[OH-].[Na+]. (3) Given the product [OH:9][C:3]1[CH:4]=[CH:5][C:6]([F:8])=[CH:7][C:2]=1[NH:1][C:13](=[O:14])[C:12]1[CH:16]=[C:17]([N+:20]([O-:22])=[O:21])[CH:18]=[CH:19][C:11]=1[F:10], predict the reactants needed to synthesize it. The reactants are: [NH2:1][C:2]1[CH:7]=[C:6]([F:8])[CH:5]=[CH:4][C:3]=1[OH:9].[F:10][C:11]1[CH:19]=[CH:18][C:17]([N+:20]([O-:22])=[O:21])=[CH:16][C:12]=1[C:13](Cl)=[O:14]. (4) Given the product [Cl:7][C:8]1[NH:9][C:10]([C:15]([NH:17][C@H:18]2[CH2:23][CH2:22][NH:21][CH2:20][C@H:19]2[O:24][CH2:25][CH3:26])=[O:16])=[N:11][C:12]=1[CH2:13][CH3:14], predict the reactants needed to synthesize it. The reactants are: C(=O)(O)[O-].[Na+].Cl.[Cl:7][C:8]1[N:9]=[C:10]([C:15]([NH:17][C@H:18]2[CH2:23][CH2:22][NH:21][CH2:20][C@H:19]2[O:24][CH2:25][CH3:26])=[O:16])[NH:11][C:12]=1[CH2:13][CH3:14].